From a dataset of Reaction yield outcomes from USPTO patents with 853,638 reactions. Predict the reaction yield, written as a fraction of the theoretical maximum amount of product (1.0 means a 100% yield; for example, 0.34 means a 34% yield). (1) The reactants are [O:1]([C:8]1[CH:9]=[C:10]([CH:12]=[CH:13][CH:14]=1)[NH2:11])[C:2]1[CH:7]=[CH:6][CH:5]=[CH:4][CH:3]=1.[F:15][C:16]([F:21])([F:20])[CH:17]1[O:19][CH2:18]1. No catalyst specified. The product is [O:1]([C:8]1[CH:9]=[C:10]([NH:11][CH2:18][CH:17]([OH:19])[C:16]([F:21])([F:20])[F:15])[CH:12]=[CH:13][CH:14]=1)[C:2]1[CH:3]=[CH:4][CH:5]=[CH:6][CH:7]=1. The yield is 0.710. (2) The reactants are IC.[C:3]([O:7][C:8]([N:10]1[CH2:17][C:16]2[O:15][C:14]([C:18]([OH:20])=[O:19])=[N:13][C:12]=2[CH2:11]1)=[O:9])([CH3:6])([CH3:5])[CH3:4].[C:21]([O-])([O-])=O.[K+].[K+]. The catalyst is CN(C=O)C.O. The product is [CH3:21][O:19][C:18]([C:14]1[O:15][C:16]2[CH2:17][N:10]([C:8]([O:7][C:3]([CH3:6])([CH3:4])[CH3:5])=[O:9])[CH2:11][C:12]=2[N:13]=1)=[O:20]. The yield is 0.960. (3) The reactants are [CH3:1][O:2][C:3](=[O:39])[NH:4][C@H:5]([C:9]([N:11]1[CH2:15][C@@H:14]([CH3:16])[CH2:13][C@H:12]1[C:17]1[NH:18][C:19]2[CH:29]=[CH:28][C:27]3[C:22](=[CH:23][CH:24]=[C:25](B4OC(C)(C)C(C)(C)O4)[CH:26]=3)[C:20]=2[N:21]=1)=[O:10])[CH:6]([CH3:8])[CH3:7].[CH3:40][O:41][C:42](=[O:55])[C:43]1[CH:48]=[CH:47][C:46](Br)=[C:45]([O:50][C:51]([F:54])([F:53])[F:52])[CH:44]=1.C(=O)([O-])[O-].[K+].[K+]. The catalyst is C1(C)C=CC=CC=1.O.C(OCC)(=O)C.C1C=CC(P(C2C=CC=CC=2)[C-]2C=CC=C2)=CC=1.C1C=CC(P(C2C=CC=CC=2)[C-]2C=CC=C2)=CC=1.Cl[Pd]Cl.[Fe+2]. The product is [CH3:40][O:41][C:42](=[O:55])[C:43]1[CH:48]=[CH:47][C:46]([C:25]2[CH:26]=[C:27]3[C:22](=[CH:23][CH:24]=2)[C:20]2[N:21]=[C:17]([C@@H:12]4[CH2:13][C@H:14]([CH3:16])[CH2:15][N:11]4[C:9](=[O:10])[C@@H:5]([NH:4][C:3]([O:2][CH3:1])=[O:39])[CH:6]([CH3:7])[CH3:8])[NH:18][C:19]=2[CH:29]=[CH:28]3)=[C:45]([O:50][C:51]([F:52])([F:54])[F:53])[CH:44]=1. The yield is 0.970. (4) The reactants are [OH:1][CH2:2][C:3]1[S:7][C:6]([C:8]([O:10][CH3:11])=[O:9])=[C:5]([C:12]2[CH:17]=[CH:16][CH:15]=[CH:14][CH:13]=2)[CH:4]=1.[C:18]([N:25]1[CH:29]=[CH:28]N=C1)(N1C=CN=C1)=[O:19].C(N)[C:31]1[CH:36]=[CH:35]C=[CH:33][CH:32]=1.N12CCCN=C1CCCCC2. The catalyst is C1COCC1.C(OCC)(=O)C. The product is [CH2:29]([NH:25][C:18]([O:1][CH2:2][C:3]1[S:7][C:6]([C:8]([O:10][CH3:11])=[O:9])=[C:5]([C:12]2[CH:17]=[CH:16][CH:15]=[CH:14][CH:13]=2)[CH:4]=1)=[O:19])[C:28]1[CH:35]=[CH:36][CH:31]=[CH:32][CH:33]=1. The yield is 0.820. (5) The reactants are Cl[C:2]1[N:12]=[CH:11][C:10]([S:13]([N:16]2[CH2:21][CH2:20][N:19]([CH2:22][CH3:23])[CH2:18][CH2:17]2)(=[O:15])=[O:14])=[CH:9][C:3]=1[C:4]([O:6][CH2:7][CH3:8])=[O:5].[O-:24][CH2:25][CH3:26].[Na+]. The catalyst is C(O)C. The product is [CH2:25]([O:24][C:2]1[N:12]=[CH:11][C:10]([S:13]([N:16]2[CH2:21][CH2:20][N:19]([CH2:22][CH3:23])[CH2:18][CH2:17]2)(=[O:15])=[O:14])=[CH:9][C:3]=1[C:4]([O:6][CH2:7][CH3:8])=[O:5])[CH3:26]. The yield is 0.340.